This data is from Reaction yield outcomes from USPTO patents with 853,638 reactions. The task is: Predict the reaction yield, written as a fraction of the theoretical maximum amount of product (1.0 means a 100% yield; for example, 0.34 means a 34% yield). The reactants are [C:1]([O:5][C:6]([N:8]1[CH2:13][CH:12]=[C:11]([O:14][Si](C)(C)C)[CH2:10][CH2:9]1)=[O:7])([CH3:4])([CH3:3])[CH3:2].[B-](F)(F)(F)[F:20].[B-](F)(F)(F)F.C1[N+]2(CCl)CC[N+](F)(CC2)C1.CCOC(C)=O. The catalyst is CC#N. The product is [C:1]([O:5][C:6]([N:8]1[CH2:13][CH2:12][C:11](=[O:14])[CH:10]([F:20])[CH2:9]1)=[O:7])([CH3:4])([CH3:3])[CH3:2]. The yield is 0.890.